From a dataset of Full USPTO retrosynthesis dataset with 1.9M reactions from patents (1976-2016). Predict the reactants needed to synthesize the given product. (1) Given the product [CH2:15]([O:14][CH2:13][O:12][C:10]1[CH:9]=[CH:8][C:7]([O:17][CH3:18])=[C:6]([O:5][CH2:4][O:3][CH2:1][CH3:2])[C:11]=1[CH3:20])[CH3:16], predict the reactants needed to synthesize it. The reactants are: [CH2:1]([O:3][CH2:4][O:5][C:6]1[CH:11]=[C:10]([O:12][CH2:13][O:14][CH2:15][CH3:16])[CH:9]=[CH:8][C:7]=1[O:17][CH3:18])[CH3:2].[Li][CH2:20]CCC.CI. (2) Given the product [NH2:8][C:6]1[CH:7]=[C:2]([Cl:1])[CH:3]=[C:4]([CH:12]([CH3:13])[CH3:14])[C:5]=1[OH:11], predict the reactants needed to synthesize it. The reactants are: [Cl:1][C:2]1[CH:7]=[C:6]([N+:8]([O-])=O)[C:5]([OH:11])=[C:4]([CH:12]([CH3:14])[CH3:13])[CH:3]=1.[H][H].